This data is from Forward reaction prediction with 1.9M reactions from USPTO patents (1976-2016). The task is: Predict the product of the given reaction. Given the reactants [C:1]1([C:7]2[NH:19][C:10]3=[C:11]4[C:16](=[CH:17][CH:18]=[C:9]3[CH:8]=2)[CH:15]=[N:14][CH:13]=[CH:12]4)[CH:6]=[CH:5][CH:4]=[CH:3][CH:2]=1.[Cl-].[Al+3].[Cl-].[Cl-].Cl[CH:25]([O:27]C)Cl.O, predict the reaction product. The product is: [C:1]1([C:7]2[NH:19][C:10]3=[C:11]4[C:16](=[CH:17][CH:18]=[C:9]3[C:8]=2[CH:25]=[O:27])[CH:15]=[N:14][CH:13]=[CH:12]4)[CH:2]=[CH:3][CH:4]=[CH:5][CH:6]=1.